Dataset: Reaction yield outcomes from USPTO patents with 853,638 reactions. Task: Predict the reaction yield, written as a fraction of the theoretical maximum amount of product (1.0 means a 100% yield; for example, 0.34 means a 34% yield). The reactants are [CH3:1][CH2:2][CH2:3][CH2:4][N+:5]([CH2:14][CH2:15][CH2:16][CH3:17])([CH2:10][CH2:11][CH2:12][CH3:13])[CH2:6][CH2:7][CH2:8][CH3:9].[F-:18].[CH3:19][S:20]([CH3:22])=[O:21]. No catalyst specified. The product is [CH3:13][CH2:12][CH2:11][CH2:10][N+:5]([CH2:14][CH2:15][CH2:16][CH3:17])([CH2:4][CH2:3][CH2:2][CH3:1])[CH2:6][CH2:7][CH2:8][CH3:9].[F-:18].[CH3:19][S:20]([CH3:22])=[O:21]. The yield is 0.400.